From a dataset of NCI-60 drug combinations with 297,098 pairs across 59 cell lines. Regression. Given two drug SMILES strings and cell line genomic features, predict the synergy score measuring deviation from expected non-interaction effect. (1) Drug 1: CN1CCC(CC1)COC2=C(C=C3C(=C2)N=CN=C3NC4=C(C=C(C=C4)Br)F)OC. Drug 2: C1=CC=C(C(=C1)C(C2=CC=C(C=C2)Cl)C(Cl)Cl)Cl. Cell line: T-47D. Synergy scores: CSS=9.76, Synergy_ZIP=-2.07, Synergy_Bliss=5.90, Synergy_Loewe=3.44, Synergy_HSA=6.08. (2) Drug 1: CCCS(=O)(=O)NC1=C(C(=C(C=C1)F)C(=O)C2=CNC3=C2C=C(C=N3)C4=CC=C(C=C4)Cl)F. Drug 2: CCCCC(=O)OCC(=O)C1(CC(C2=C(C1)C(=C3C(=C2O)C(=O)C4=C(C3=O)C=CC=C4OC)O)OC5CC(C(C(O5)C)O)NC(=O)C(F)(F)F)O. Cell line: HT29. Synergy scores: CSS=39.2, Synergy_ZIP=4.36, Synergy_Bliss=4.09, Synergy_Loewe=1.50, Synergy_HSA=2.69. (3) Drug 1: C1=CC(=CC=C1CCC2=CNC3=C2C(=O)NC(=N3)N)C(=O)NC(CCC(=O)O)C(=O)O. Drug 2: C1=C(C(=O)NC(=O)N1)F. Cell line: MDA-MB-435. Synergy scores: CSS=21.2, Synergy_ZIP=-5.62, Synergy_Bliss=-8.85, Synergy_Loewe=-7.15, Synergy_HSA=-4.33. (4) Drug 1: CC(C1=C(C=CC(=C1Cl)F)Cl)OC2=C(N=CC(=C2)C3=CN(N=C3)C4CCNCC4)N. Drug 2: CCC1(CC2CC(C3=C(CCN(C2)C1)C4=CC=CC=C4N3)(C5=C(C=C6C(=C5)C78CCN9C7C(C=CC9)(C(C(C8N6C)(C(=O)OC)O)OC(=O)C)CC)OC)C(=O)OC)O.OS(=O)(=O)O. Cell line: RPMI-8226. Synergy scores: CSS=27.3, Synergy_ZIP=4.46, Synergy_Bliss=11.1, Synergy_Loewe=-39.6, Synergy_HSA=7.40.